From a dataset of NCI-60 drug combinations with 297,098 pairs across 59 cell lines. Regression. Given two drug SMILES strings and cell line genomic features, predict the synergy score measuring deviation from expected non-interaction effect. (1) Drug 1: CC1OCC2C(O1)C(C(C(O2)OC3C4COC(=O)C4C(C5=CC6=C(C=C35)OCO6)C7=CC(=C(C(=C7)OC)O)OC)O)O. Drug 2: CC(C1=C(C=CC(=C1Cl)F)Cl)OC2=C(N=CC(=C2)C3=CN(N=C3)C4CCNCC4)N. Cell line: SNB-19. Synergy scores: CSS=27.6, Synergy_ZIP=-4.60, Synergy_Bliss=-3.58, Synergy_Loewe=-7.63, Synergy_HSA=-2.23. (2) Drug 1: CC1C(C(CC(O1)OC2CC(CC3=C2C(=C4C(=C3O)C(=O)C5=C(C4=O)C(=CC=C5)OC)O)(C(=O)CO)O)N)O.Cl. Drug 2: C1=CC(=CC=C1CC(C(=O)O)N)N(CCCl)CCCl.Cl. Cell line: IGROV1. Synergy scores: CSS=16.1, Synergy_ZIP=-5.83, Synergy_Bliss=0.205, Synergy_Loewe=0.381, Synergy_HSA=0.788. (3) Drug 1: C1=CC=C(C=C1)NC(=O)CCCCCCC(=O)NO. Drug 2: N.N.Cl[Pt+2]Cl. Cell line: LOX IMVI. Synergy scores: CSS=70.1, Synergy_ZIP=8.94, Synergy_Bliss=7.75, Synergy_Loewe=12.4, Synergy_HSA=14.0. (4) Drug 1: C(=O)(N)NO. Drug 2: CC1C(C(CC(O1)OC2CC(CC3=C2C(=C4C(=C3O)C(=O)C5=CC=CC=C5C4=O)O)(C(=O)C)O)N)O. Cell line: SN12C. Synergy scores: CSS=33.2, Synergy_ZIP=-2.70, Synergy_Bliss=-4.94, Synergy_Loewe=-34.0, Synergy_HSA=-3.93.